Predict the reactants needed to synthesize the given product. From a dataset of Full USPTO retrosynthesis dataset with 1.9M reactions from patents (1976-2016). Given the product [NH2:57][C:55](=[O:56])[CH2:54][NH:53][C:25](=[O:26])[C:24]1[CH:28]=[CH:29][C:21]([C:19]2[CH:18]=[CH:17][N:16]=[C:15]([NH:14][C:11]3[CH:10]=[CH:9][C:8]([N:7]4[CH2:6][CH2:5][O:4][CH2:3][C:2]4=[O:1])=[CH:13][CH:12]=3)[N:20]=2)=[CH:22][CH:23]=1, predict the reactants needed to synthesize it. The reactants are: [O:1]=[C:2]1[N:7]([C:8]2[CH:13]=[CH:12][C:11]([NH:14][C:15]3[N:20]=[C:19]([C:21]4[CH:29]=[CH:28][C:24]([C:25](O)=[O:26])=[CH:23][CH:22]=4)[CH:18]=[CH:17][N:16]=3)=[CH:10][CH:9]=2)[CH2:6][CH2:5][O:4][CH2:3]1.CN(C(ON1N=NC2C=CC=CC1=2)=[N+](C)C)C.[B-](F)(F)(F)F.Cl.[NH2:53][CH2:54][C:55]([NH2:57])=[O:56].CCN(C(C)C)C(C)C.